This data is from Peptide-MHC class II binding affinity with 134,281 pairs from IEDB. The task is: Regression. Given a peptide amino acid sequence and an MHC pseudo amino acid sequence, predict their binding affinity value. This is MHC class II binding data. (1) The peptide sequence is EGHHLASAAIFGHDG. The MHC is DRB5_0101 with pseudo-sequence DRB5_0101. The binding affinity (normalized) is 0.343. (2) The peptide sequence is PLSVASMTSPLLTWD. The MHC is HLA-DQA10101-DQB10501 with pseudo-sequence HLA-DQA10101-DQB10501. The binding affinity (normalized) is 0.436.